Dataset: Full USPTO retrosynthesis dataset with 1.9M reactions from patents (1976-2016). Task: Predict the reactants needed to synthesize the given product. Given the product [CH3:33][C:16]1[CH:17]=[C:18]([NH:21][C:22]2[C:23]3[CH:31]=[C:30]([N:41]4[CH2:46][CH2:45][O:44][CH2:43][CH2:42]4)[N:29]=[CH:28][C:24]=3[N:25]=[CH:26][N:27]=2)[CH:19]=[CH:20][C:15]=1[O:14][CH:11]1[CH2:12][CH2:13][NH:8][CH2:9][CH2:10]1, predict the reactants needed to synthesize it. The reactants are: C(OC([N:8]1[CH2:13][CH2:12][CH:11]([O:14][C:15]2[CH:20]=[CH:19][C:18]([NH:21][C:22]3[C:23]4[CH:31]=[C:30](F)[N:29]=[CH:28][C:24]=4[N:25]=[CH:26][N:27]=3)=[CH:17][C:16]=2[CH3:33])[CH2:10][CH2:9]1)=O)(C)(C)C.CCN(CC)CC.[NH:41]1[CH2:46][CH2:45][O:44][CH2:43][CH2:42]1.